Dataset: Full USPTO retrosynthesis dataset with 1.9M reactions from patents (1976-2016). Task: Predict the reactants needed to synthesize the given product. (1) Given the product [O:25]1[CH2:26][CH2:27][N:1]([C@H:2]2[C:13](=[O:14])[O:12][CH2:11][C@@H:10]([C:15]3[CH:20]=[CH:19][CH:18]=[CH:17][CH:16]=3)[NH:9][C:8](=[O:21])[CH2:7][CH2:6][CH:5]=[CH:4][CH2:3]2)[CH2:23][CH2:24]1, predict the reactants needed to synthesize it. The reactants are: [NH2:1][C@H:2]1[C:13](=[O:14])[O:12][CH2:11][C@@H:10]([C:15]2[CH:20]=[CH:19][CH:18]=[CH:17][CH:16]=2)[NH:9][C:8](=[O:21])[CH2:7][CH2:6][CH:5]=[CH:4][CH2:3]1.Br[CH2:23][CH2:24][O:25][CH2:26][CH2:27]Br.C(=O)([O-])[O-].[Na+].[Na+].[I-].[Na+]. (2) Given the product [CH3:39][S:36]([C:32]1[N:33]=[CH:34][CH:35]=[CH:30][N:31]=1)(=[O:38])=[O:37].[Cl:29][C:30]1[CH:35]=[CH:34][N:33]=[C:13]([NH:12][C:4]2[CH:5]=[C:6]([N+:9]([O-:11])=[O:10])[CH:7]=[CH:8][C:3]=2[O:2][CH3:1])[N:31]=1, predict the reactants needed to synthesize it. The reactants are: [CH3:1][O:2][C:3]1[CH:8]=[CH:7][C:6]([N+:9]([O-:11])=[O:10])=[CH:5][C:4]=1[NH:12][CH:13]=O.[H-].[Na+].COC1C=CC([N+]([O-])=O)=CC=1N.[Cl:29][C:30]1[CH:35]=[CH:34][N:33]=[C:32]([S:36]([CH3:39])(=[O:38])=[O:37])[N:31]=1.C1C=C(Cl)C=C(C(OO)=O)C=1.OOS([O-])=O.[K+].[OH-].[Na+]. (3) Given the product [CH2:1]([C:5]1[CH:6]=[CH:7][C:8]([C:9]([NH:36][CH2:35][C:31]2[CH:30]=[C:29]([CH:34]=[CH:33][CH:32]=2)[O:28][C:25]2[CH:26]=[CH:27][C:22]([O:21][C:18]([CH3:20])([CH3:19])[C:17]([OH:39])=[O:16])=[C:23]([CH3:37])[CH:24]=2)=[O:11])=[CH:12][CH:13]=1)[CH:2]([CH3:3])[CH3:4], predict the reactants needed to synthesize it. The reactants are: [CH2:1]([C:5]1[CH:13]=[CH:12][C:8]([C:9]([OH:11])=O)=[CH:7][CH:6]=1)[CH:2]([CH3:4])[CH3:3].C([O:16][C:17](=[O:39])[C:18]([O:21][C:22]1[CH:27]=[CH:26][C:25]([O:28][C:29]2[CH:34]=[CH:33][CH:32]=[C:31]([CH2:35][NH2:36])[CH:30]=2)=[CH:24][C:23]=1[CH2:37]C)([CH3:20])[CH3:19])C. (4) The reactants are: [CH3:1][S:2](Cl)(=[O:4])=[O:3].[Br:6][C:7]1[CH:12]=[CH:11][C:10]([CH2:13][CH2:14][CH2:15][OH:16])=[CH:9][C:8]=1[I:17].C(N(CC)CC)C. Given the product [CH3:1][S:2]([O:16][CH2:15][CH2:14][CH2:13][C:10]1[CH:11]=[CH:12][C:7]([Br:6])=[C:8]([I:17])[CH:9]=1)(=[O:4])=[O:3], predict the reactants needed to synthesize it.